This data is from Full USPTO retrosynthesis dataset with 1.9M reactions from patents (1976-2016). The task is: Predict the reactants needed to synthesize the given product. (1) Given the product [Cl:32][C:33]1[CH:65]=[C:64]([F:28])[CH:63]=[CH:62][C:34]=1[CH2:35][N:36]1[C@H:41]([CH3:42])[CH2:40][CH2:39][C@@H:38]([O:43][C:44]2[C:56]([CH:57]3[CH2:59][CH2:58]3)=[CH:55][C:47]([C:48]([OH:50])=[O:49])=[C:46]([F:60])[CH:45]=2)[CH2:37]1, predict the reactants needed to synthesize it. The reactants are: C(OC(C1C([F:28])=CC(O[C@@H]2CCCN(C(OC(C)(C)C)=O)C2)=C(C2CC2)C=1)=O)(C)(C)C.[Cl:32][C:33]1[CH:65]=[CH:64][CH:63]=[CH:62][C:34]=1[CH:35](F)[N:36]1[C@H:41]([CH3:42])[CH2:40][CH2:39][C@@H:38]([O:43][C:44]2[C:56]([CH:57]3[CH2:59][CH2:58]3)=[CH:55][C:47]([C:48]([O:50]C(C)(C)C)=[O:49])=[C:46]([F:60])[CH:45]=2)[CH2:37]1. (2) Given the product [I:29][C:20]1[C:21]([O:27][CH3:28])=[CH:22][CH:23]=[C:24]([O:25][CH3:26])[C:19]=1[C:3]1[C:8]([CH:9]([CH3:11])[CH3:10])=[CH:7][C:6]([CH:12]([CH3:14])[CH3:13])=[C:5]([C:3]2[CH:8]=[CH:7][CH:6]=[CH:5][CH:4]=2)[C:4]=1[CH:15]([CH3:17])[CH3:16], predict the reactants needed to synthesize it. The reactants are: [Mg].Br[C:3]1[C:8]([CH:9]([CH3:11])[CH3:10])=[CH:7][C:6]([CH:12]([CH3:14])[CH3:13])=[CH:5][C:4]=1[CH:15]([CH3:17])[CH3:16].Br[C:19]1[C:24]([O:25][CH3:26])=[CH:23][CH:22]=[C:21]([O:27][CH3:28])[C:20]=1[I:29].II. (3) Given the product [CH:15]1([CH2:21][CH2:22][C:23]([C:9]2[CH:10]=[C:5]([C:1]([CH3:4])([CH3:3])[CH3:2])[CH:6]=[C:7]([C:11]([CH3:14])([CH3:13])[CH3:12])[CH:8]=2)=[O:24])[CH2:20][CH2:19][CH2:18][CH2:17][CH2:16]1, predict the reactants needed to synthesize it. The reactants are: [C:1]([C:5]1[CH:10]=[CH:9][CH:8]=[C:7]([C:11]([CH3:14])([CH3:13])[CH3:12])[CH:6]=1)([CH3:4])([CH3:3])[CH3:2].[CH:15]1([CH2:21][CH2:22][C:23](Cl)=[O:24])[CH2:20][CH2:19][CH2:18][CH2:17][CH2:16]1.[Al+3].[Cl-].[Cl-].[Cl-].Cl. (4) Given the product [OH:10][CH2:11][C:12]1[O:13][C:14]([CH2:17][OH:18])=[CH:15][CH:16]=1.[CH2:19]=[CH:20][C:21]([NH:23][C:24]([CH:26]=[CH2:27])=[O:25])=[O:22].[NH2:31][CH2:28][C:8]1[O:7][C:4]([CH2:5][NH2:23])=[CH:3][CH:9]=1, predict the reactants needed to synthesize it. The reactants are: OC[C:3]1[CH:9]=[CH:8][O:7][C:4]=1[CH:5]=O.[OH:10][CH2:11][C:12]1[O:13][C:14]([CH2:17][OH:18])=[CH:15][CH:16]=1.[CH2:19]=[CH:20][C:21]([NH:23][C:24]([CH:26]=[CH2:27])=[O:25])=[O:22].[C:28](#[N:31])C=C.S(=O)(=O)(O)O. (5) Given the product [CH:32]1([C:30]2[N:31]=[C:25]([CH:13]3[CH2:14][CH:15]([C:17]4[CH:22]=[CH:21][C:20]([CH3:23])=[C:19]([CH3:24])[CH:18]=4)[CH2:16][N:11]([C:9]([N:6]4[CH2:5][CH2:4][CH:3]([C:1]#[N:2])[CH2:8][CH2:7]4)=[O:10])[CH2:12]3)[O:26][N:29]=2)[CH2:34][CH2:33]1, predict the reactants needed to synthesize it. The reactants are: [C:1]([CH:3]1[CH2:8][CH2:7][N:6]([C:9]([N:11]2[CH2:16][CH:15]([C:17]3[CH:22]=[CH:21][C:20]([CH3:23])=[C:19]([CH3:24])[CH:18]=3)[CH2:14][CH:13]([C:25](O)=[O:26])[CH2:12]2)=[O:10])[CH2:5][CH2:4]1)#[N:2].O[N:29]=[C:30]([CH:32]1[CH2:34][CH2:33]1)[NH2:31]. (6) Given the product [O:4]1[CH:35]=[N:2][N:1]=[C:3]1[C:5]1[CH:10]=[CH:9][N:8]2[C:11]3[CH2:17][C@H:16]([NH:18][C:19](=[O:25])[O:20][C:21]([CH3:22])([CH3:23])[CH3:24])[C@@H:15]([C:26]4[CH:31]=[C:30]([F:32])[C:29]([F:33])=[CH:28][C:27]=4[F:34])[CH2:14][C:12]=3[N:13]=[C:7]2[CH:6]=1, predict the reactants needed to synthesize it. The reactants are: [NH:1]([C:3]([C:5]1[CH:10]=[CH:9][N:8]2[C:11]3[CH2:17][C@H:16]([NH:18][C:19](=[O:25])[O:20][C:21]([CH3:24])([CH3:23])[CH3:22])[C@@H:15]([C:26]4[CH:31]=[C:30]([F:32])[C:29]([F:33])=[CH:28][C:27]=4[F:34])[CH2:14][C:12]=3[N:13]=[C:7]2[CH:6]=1)=[O:4])[NH2:2].[CH3:35]C1C=CC(S(O)(=O)=O)=CC=1.O. (7) Given the product [CH:1]1([C:6]2[NH:10][C:9]3[C:11]([C:16]([NH:19][C@H:20]4[CH2:25][CH2:24][CH2:23][NH:22][CH2:21]4)=[O:18])=[CH:12][CH:13]=[C:14]([OH:15])[C:8]=3[N:7]=2)[CH2:2][CH2:3][CH2:4][CH2:5]1, predict the reactants needed to synthesize it. The reactants are: [CH:1]1([C:6]2[NH:10][C:9]3[C:11]([C:16]([OH:18])=O)=[CH:12][CH:13]=[C:14]([OH:15])[C:8]=3[N:7]=2)[CH2:5][CH2:4][CH2:3][CH2:2]1.[NH2:19][C@H:20]1[CH2:25][CH2:24][CH2:23][N:22](C(OC(C)(C)C)=O)[CH2:21]1. (8) Given the product [CH2:17]([NH:16][C:13]1[N:12]=[C:11]([NH:21][C@H:22]2[CH2:27][CH2:26][C@H:25]([OH:28])[CH2:24][CH2:23]2)[C:10]([C:31]2[O:30][C:34]([CH:35]=[O:56])=[CH:33][CH:32]=2)=[CH:15][N:14]=1)[CH2:18][CH2:19][CH3:20], predict the reactants needed to synthesize it. The reactants are: P([O-])([O-])([O-])=O.[K+].[K+].[K+].Br[C:10]1[C:11]([NH:21][C@H:22]2[CH2:27][CH2:26][C@H:25]([OH:28])[CH2:24][CH2:23]2)=[N:12][C:13]([NH:16][CH2:17][CH2:18][CH2:19][CH3:20])=[N:14][CH:15]=1.C[O:30][C:31]1[CH:32]=[CH:33][CH:34]=[C:35]([O:56]C)C=1C1C=CC=CC=1P(C1CCCCC1)C1CCCCC1.C(C1OC(B(O)O)=CC=1)=O.